Dataset: Forward reaction prediction with 1.9M reactions from USPTO patents (1976-2016). Task: Predict the product of the given reaction. The product is: [OH:13][CH:14]([CH2:17][OH:18])[CH2:15][N:9]1[CH:10]=[CH:11][N:12]=[C:8]1[CH3:7]. Given the reactants C(O[K])(C)(C)C.[CH3:7][C:8]1[NH:9][CH:10]=[CH:11][N:12]=1.[OH:13][CH:14]([CH2:17][OH:18])[CH2:15]Br.Cl, predict the reaction product.